Dataset: Forward reaction prediction with 1.9M reactions from USPTO patents (1976-2016). Task: Predict the product of the given reaction. (1) Given the reactants Br[C:2]1[CH:3]=[C:4]([C:8]([OH:11])([CH3:10])[CH3:9])[CH:5]=[N:6][CH:7]=1.CC1(C)C2[C:34](=C(P(C3C=CC=CC=3)C3C=CC=CC=3)C=CC=2)[O:33][C:15]2C(P(C3C=CC=CC=3)C3C=CC=CC=3)=CC=CC1=2.C[OH:55].C(N(CC)CC)C, predict the reaction product. The product is: [OH:11][C:8]([C:4]1[CH:3]=[C:2]([C:15]([O:33][CH3:34])=[O:55])[CH:7]=[N:6][CH:5]=1)([CH3:10])[CH3:9]. (2) Given the reactants Cl[C:2]1[CH:7]=[C:6]([C:8]2[C:12]3[C:13]([O:17][CH:18]4[CH2:23][CH2:22][O:21][CH2:20][CH2:19]4)=[N:14][CH:15]=[CH:16][C:11]=3[N:10](C(C3C=CC=CC=3)(C3C=CC=CC=3)C3C=CC=CC=3)[N:9]=2)[CH:5]=[CH:4][N:3]=1.Cl.[CH:44]12[NH:51][CH:48]([CH2:49][CH2:50]1)[CH2:47][O:46][CH2:45]2, predict the reaction product. The product is: [O:21]1[CH2:20][CH2:19][CH:18]([O:17][C:13]2[C:12]3[C:8]([C:6]4[CH:5]=[CH:4][N:3]=[C:2]([N:51]5[CH:44]6[CH2:50][CH2:49][CH:48]5[CH2:47][O:46][CH2:45]6)[CH:7]=4)=[N:9][NH:10][C:11]=3[CH:16]=[CH:15][N:14]=2)[CH2:23][CH2:22]1. (3) Given the reactants [C:1]1([C:7]([NH2:15])([C:9]2[CH:14]=[CH:13][CH:12]=[CH:11][CH:10]=2)C)[CH:6]=[CH:5][CH:4]=[CH:3][CH:2]=1.[C:16](=S)=[S:17].C1(C(C2C=CC=CC=2)CCN=C=S)C=CC=CC=1, predict the reaction product. The product is: [C:1]1([CH:7]([N:15]=[C:16]=[S:17])[C:9]2[CH:14]=[CH:13][CH:12]=[CH:11][CH:10]=2)[CH:6]=[CH:5][CH:4]=[CH:3][CH:2]=1. (4) Given the reactants [Cl:1]C(OC(Cl)C)=O.C([N:21]1[CH2:24][CH:23]([O:25][CH2:26][C:27]2[S:28][CH:29]=[C:30]([CH3:32])[CH:31]=2)[CH2:22]1)(C1C=CC=CC=1)C1C=CC=CC=1.C(O)C, predict the reaction product. The product is: [ClH:1].[CH3:32][C:30]1[CH:31]=[C:27]([CH2:26][O:25][CH:23]2[CH2:22][NH:21][CH2:24]2)[S:28][CH:29]=1. (5) Given the reactants [F:1][C:2]1[C:7]([O:8][CH3:9])=[CH:6][CH:5]=[CH:4][C:3]=1[N:10]1[C:15](=[O:16])[C:14]2=[C:17]([CH3:29])[C:18]([C:20]3[CH:25]=[CH:24][C:23]([N+:26]([O-:28])=[O:27])=[CH:22][CH:21]=3)=[CH:19][N:13]2[NH:12][C:11]1=[O:30].Cl[CH2:32][C:33]1[C:38]([F:39])=[CH:37][CH:36]=[CH:35][C:34]=1[F:40].C(=O)([O-])[O-].[K+].[K+], predict the reaction product. The product is: [F:39][C:38]1[CH:37]=[CH:36][CH:35]=[C:34]([F:40])[C:33]=1[CH2:32][N:12]1[C:11](=[O:30])[N:10]([C:3]2[CH:4]=[CH:5][CH:6]=[C:7]([O:8][CH3:9])[C:2]=2[F:1])[C:15](=[O:16])[C:14]2=[C:17]([CH3:29])[C:18]([C:20]3[CH:25]=[CH:24][C:23]([N+:26]([O-:28])=[O:27])=[CH:22][CH:21]=3)=[CH:19][N:13]12.